From a dataset of Reaction yield outcomes from USPTO patents with 853,638 reactions. Predict the reaction yield, written as a fraction of the theoretical maximum amount of product (1.0 means a 100% yield; for example, 0.34 means a 34% yield). (1) The reactants are C[Si]([N-][Si](C)(C)C)(C)C.[K+].[CH2:11]([O:13][C:14](=[O:30])[CH2:15][N:16]=[C:17]([C:24]1[CH:29]=[CH:28][CH:27]=[CH:26][CH:25]=1)[C:18]1[CH:23]=[CH:22][CH:21]=[CH:20][CH:19]=1)[CH3:12].C(=O)=O.C[C:35]([CH3:37])=O.I[CH2:39][CH3:40]. The catalyst is O1CCCC1. The product is [C:18]1([C:17](=[N:16][C:15]([CH2:35][CH3:37])([CH2:39][CH3:40])[C:14]([O:13][CH2:11][CH3:12])=[O:30])[C:24]2[CH:29]=[CH:28][CH:27]=[CH:26][CH:25]=2)[CH:19]=[CH:20][CH:21]=[CH:22][CH:23]=1. The yield is 0.970. (2) The reactants are [Br:1][C:2]1[CH:7]=[CH:6][C:5]([C:8]2([C:14]([NH2:16])=O)[CH2:13][CH2:12][O:11][CH2:10][CH2:9]2)=[CH:4][CH:3]=1.COC1C=CC(P2(SP(C3C=CC(OC)=CC=3)(=S)S2)=[S:26])=CC=1. The catalyst is C1COCC1. The product is [Br:1][C:2]1[CH:7]=[CH:6][C:5]([C:8]2([C:14](=[S:26])[NH2:16])[CH2:13][CH2:12][O:11][CH2:10][CH2:9]2)=[CH:4][CH:3]=1. The yield is 0.730.